Dataset: Forward reaction prediction with 1.9M reactions from USPTO patents (1976-2016). Task: Predict the product of the given reaction. The product is: [CH3:36][N:35]([CH3:37])[C:33](=[O:34])[CH2:32][O:26][C:25]([C:8]1[CH:7]=[C:6]([CH:2]=[CH:42][CH:43]=1)[CH2:11][N:3]1[C:2](=[O:1])[C:6]2([CH2:7][CH2:8][N:9]([C:12]([O:14][C:15]([CH3:18])([CH3:17])[CH3:16])=[O:13])[CH2:10][CH2:11]2)[N:5]([C:19]2[CH:20]=[CH:21][CH:22]=[CH:23][CH:24]=2)[CH2:4]1)=[O:28]. Given the reactants [O:1]=[C:2]1[C:6]2([CH2:11][CH2:10][N:9]([C:12]([O:14][C:15]([CH3:18])([CH3:17])[CH3:16])=[O:13])[CH2:8][CH2:7]2)[N:5]([C:19]2[CH:24]=[CH:23][CH:22]=[CH:21][CH:20]=2)[CH2:4][NH:3]1.[C:25](=[O:28])([O-])[O-:26].[K+].[K+].Cl[CH2:32][C:33]([N:35]([CH3:37])[CH3:36])=[O:34].C(O[CH2:42][CH3:43])(=O)C, predict the reaction product.